This data is from Reaction yield outcomes from USPTO patents with 853,638 reactions. The task is: Predict the reaction yield, written as a fraction of the theoretical maximum amount of product (1.0 means a 100% yield; for example, 0.34 means a 34% yield). (1) The yield is 0.620. The product is [I:14][CH2:10][CH2:9][CH2:8][CH2:7][C:1]1[CH:6]=[CH:5][CH:4]=[CH:3][CH:2]=1. The reactants are [C:1]1([CH2:7][CH2:8][CH2:9][CH2:10]C(O)=O)[CH:6]=[CH:5][CH:4]=[CH:3][CH:2]=1.[I:14]N1C(C)(C)C(=O)N(C)C1=O. The catalyst is ClCCCl. (2) The reactants are C[Si]([C:5]#[C:6][C:7]1[CH:8]=[CH:9][C:10]([NH2:13])=[N:11][CH:12]=1)(C)C.C([O-])([O-])=O.[K+].[K+]. The catalyst is C1COCC1.CO. The product is [C:6]([C:7]1[CH:8]=[CH:9][C:10]([NH2:13])=[N:11][CH:12]=1)#[CH:5]. The yield is 0.730. (3) The reactants are C(OC([N:8]1[CH2:13][CH2:12][CH:11]([C:14]([OH:16])=O)[CH2:10][CH2:9]1)=O)(C)(C)C.Cl.C(N=C=NCCCN(C)C)C.ON1C2C=CC=CC=2N=N1.[NH2:39][C:40]1[C:49](O)=[CH:48][CH:47]=[CH:46][C:41]=1[C:42]([O:44][CH3:45])=[O:43].C(N(CC)CC)C.O.C1(C)C=CC(S(O)(=O)=O)=CC=1. The catalyst is ClCCl.C1(C)C=CC=CC=1. The product is [CH3:45][O:44][C:42]([C:41]1[CH:46]=[CH:47][CH:48]=[C:49]2[O:16][C:14]([CH:11]3[CH2:10][CH2:9][NH:8][CH2:13][CH2:12]3)=[N:39][C:40]=12)=[O:43]. The yield is 0.700. (4) The reactants are CS(O[CH2:6][CH:7]1[CH2:11][O:10][C:9]2([C:20]3[CH:21]=[CH:22][CH:23]=[CH:24][C:19]=3[C:18]3[O:17][C:16]([CH3:26])([CH3:25])[CH2:15][CH2:14][C:13]=3[C:12]2=[O:27])[O:8]1)(=O)=O.[N-:28]=[N+:29]=[N-:30].[Na+]. The catalyst is CN(C=O)C.C(Cl)Cl. The product is [N:28]([CH2:6][CH:7]1[CH2:11][O:10][C:9]2([C:20]3[CH:21]=[CH:22][CH:23]=[CH:24][C:19]=3[C:18]3[O:17][C:16]([CH3:26])([CH3:25])[CH2:15][CH2:14][C:13]=3[C:12]2=[O:27])[O:8]1)=[N+:29]=[N-:30]. The yield is 0.150. (5) The reactants are [NH:1]1[C:9]2[CH:8]=[CH:7][N:6]=[CH:5][C:4]=2[CH:3]=[C:2]1[C:10]([OH:12])=O.Cl.[CH2:14]([O:21][C:22]1[CH:27]=[CH:26][C:25]([CH2:28][CH2:29][NH2:30])=[CH:24][CH:23]=1)[C:15]1[CH:20]=[CH:19][CH:18]=[CH:17][CH:16]=1.CN(C(ON1N=NC2C=CC=NC1=2)=[N+](C)C)C.F[P-](F)(F)(F)(F)F.CCN(C(C)C)C(C)C. The catalyst is CN(C=O)C. The product is [CH2:14]([O:21][C:22]1[CH:23]=[CH:24][C:25]([CH2:28][CH2:29][NH:30][C:10]([C:2]2[NH:1][C:9]3[CH:8]=[CH:7][N:6]=[CH:5][C:4]=3[CH:3]=2)=[O:12])=[CH:26][CH:27]=1)[C:15]1[CH:16]=[CH:17][CH:18]=[CH:19][CH:20]=1. The yield is 0.610.